This data is from Forward reaction prediction with 1.9M reactions from USPTO patents (1976-2016). The task is: Predict the product of the given reaction. (1) Given the reactants [P:1]([CH2:5][N:6](C(=O)C)[CH2:7][C:8]([OH:10])=[O:9])([OH:4])([OH:3])=[O:2].C(NCP(O)(O)=O)(=O)C.C=O.OP(O)=O.P(Cl)(Cl)Cl, predict the reaction product. The product is: [P:1]([CH2:5][NH:6][CH2:7][C:8]([OH:10])=[O:9])([OH:4])([OH:3])=[O:2]. (2) The product is: [CH2:18]([O:17][C:12]1([C:4]2[N:3]=[C:2]([NH:25][C:24]3[CH:26]=[CH:27][C:28]([N:29]4[CH:33]=[C:32]([CH3:34])[N:31]=[CH:30]4)=[C:22]([O:21][CH3:20])[CH:23]=3)[N:7]=[C:6]([C:8]([OH:11])([CH3:10])[CH3:9])[CH:5]=2)[CH2:14][C:13]1([F:16])[F:15])[CH3:19]. Given the reactants Cl[C:2]1[N:7]=[C:6]([C:8]([OH:11])([CH3:10])[CH3:9])[CH:5]=[C:4]([C:12]2([O:17][CH2:18][CH3:19])[CH2:14][C:13]2([F:16])[F:15])[N:3]=1.[CH3:20][O:21][C:22]1[CH:23]=[C:24]([CH:26]=[CH:27][C:28]=1[N:29]1[CH:33]=[C:32]([CH3:34])[N:31]=[CH:30]1)[NH2:25].C(=O)([O-])[O-].[Cs+].[Cs+].C1(P(C2CCCCC2)C2C=CC=CC=2C2C=CC=CC=2)CCCCC1, predict the reaction product. (3) The product is: [CH3:49][C:31]1([CH3:30])[C:40]2[C:35](=[CH:36][CH:37]=[C:38]([CH:41]([CH2:44][CH2:45][CH2:46][CH2:47][CH3:48])/[CH:42]=[CH:9]/[C:10]3[CH:11]=[CH:12][C:13]([C:14]([O:16][CH3:17])=[O:15])=[CH:18][CH:19]=3)[CH:39]=2)[S:34][CH2:33][CH2:32]1. Given the reactants C(OP([CH2:9][C:10]1[CH:19]=[CH:18][C:13]([C:14]([O:16][CH3:17])=[O:15])=[CH:12][CH:11]=1)(OCC)=O)C.C[Si]([N-][Si](C)(C)C)(C)C.[Li+].[CH3:30][C:31]1([CH3:49])[C:40]2[C:35](=[CH:36][CH:37]=[C:38]([CH:41]([CH2:44][CH2:45][CH2:46][CH2:47][CH3:48])[CH:42]=O)[CH:39]=2)[S:34][CH2:33][CH2:32]1, predict the reaction product. (4) Given the reactants [F:1][C:2]1[CH:7]=[CH:6][CH:5]=[CH:4][C:3]=1[OH:8].[Br:9][CH2:10][CH2:11][CH2:12]Br.C([O-])([O-])=O.[Cs+].[Cs+], predict the reaction product. The product is: [F:1][C:2]1[CH:7]=[CH:6][CH:5]=[CH:4][C:3]=1[O:8][CH2:12][CH2:11][CH2:10][Br:9]. (5) Given the reactants [CH:1]1([CH2:4][O:5][C:6]2[N:11]=[C:10]([C:12]([OH:14])=O)[CH:9]=[CH:8][C:7]=2[N:15]2[CH2:18][C:17]([F:20])([F:19])[CH2:16]2)[CH2:3][CH2:2]1.[NH2:21][C@@H:22]([C:27]([CH3:30])([CH3:29])[CH3:28])[C:23]([NH:25][CH3:26])=[O:24], predict the reaction product. The product is: [CH:1]1([CH2:4][O:5][C:6]2[N:11]=[C:10]([C:12]([NH:21][C@@H:22]([C:27]([CH3:30])([CH3:29])[CH3:28])[C:23]([NH:25][CH3:26])=[O:24])=[O:14])[CH:9]=[CH:8][C:7]=2[N:15]2[CH2:18][C:17]([F:20])([F:19])[CH2:16]2)[CH2:2][CH2:3]1.